Dataset: Peptide-MHC class II binding affinity with 134,281 pairs from IEDB. Task: Regression. Given a peptide amino acid sequence and an MHC pseudo amino acid sequence, predict their binding affinity value. This is MHC class II binding data. (1) The peptide sequence is SVRFSWLSLLVPFVQ. The MHC is DRB1_0101 with pseudo-sequence DRB1_0101. The binding affinity (normalized) is 0.260. (2) The peptide sequence is EKVYFAATQFEPLAA. The MHC is HLA-DPA10103-DPB10601 with pseudo-sequence HLA-DPA10103-DPB10601. The binding affinity (normalized) is 0.863. (3) The peptide sequence is INAIFEENEVDISVV. The MHC is DRB3_0202 with pseudo-sequence DRB3_0202. The binding affinity (normalized) is 0.559. (4) The binding affinity (normalized) is 0.135. The MHC is HLA-DPA10103-DPB10401 with pseudo-sequence HLA-DPA10103-DPB10401. The peptide sequence is ASKNFHLQKNTIGTG. (5) The peptide sequence is KTKEGVLYVGSKTKK. The MHC is DRB5_0101 with pseudo-sequence DRB5_0101. The binding affinity (normalized) is 0.705.